Task: Predict which catalyst facilitates the given reaction.. Dataset: Catalyst prediction with 721,799 reactions and 888 catalyst types from USPTO (1) Reactant: [C:1]([C:3]1[CH:8]=[CH:7][CH:6]=[CH:5][C:4]=1[C:9]1[C:10](=[O:29])[N:11]([C:21]2[CH:26]=[CH:25][CH:24]=[C:23]([CH2:27][OH:28])[CH:22]=2)[CH:12]=[C:13]([C:15]2[CH:20]=[CH:19][CH:18]=[CH:17][N:16]=2)[CH:14]=1)#[N:2].[C:30](OC(=O)C)(=[O:32])[CH3:31]. Product: [C:1]([C:3]1[CH:8]=[CH:7][CH:6]=[CH:5][C:4]=1[C:9]1[C:10](=[O:29])[N:11]([C:21]2[CH:26]=[CH:25][CH:24]=[C:23]([CH2:27][O:28][C:30](=[O:32])[CH3:31])[CH:22]=2)[CH:12]=[C:13]([C:15]2[CH:20]=[CH:19][CH:18]=[CH:17][N:16]=2)[CH:14]=1)#[N:2]. The catalyst class is: 17. (2) Reactant: [C:1]([O:4][CH2:5][C@@H:6]1[C@@H:11]([O:12][C:13](=[O:15])[CH3:14])[C@H:10]([O:16][C:17](=[O:19])[CH3:18])[C@H:9]([O:20][C:21](=[O:23])[CH3:22])[C@@H:8]([C:24]2[CH:29]=[CH:28][C:27]([O:30][CH3:31])=[C:26]([OH:32])[CH:25]=2)[O:7]1)(=[O:3])[CH3:2].[CH3:33][NH:34][C:35]([C:37]1[CH:42]=[CH:41][C:40](B(O)O)=[CH:39][CH:38]=1)=[O:36].N1C(C)=CC=CC=1C. Product: [C:1]([O:4][CH2:5][C@@H:6]1[C@@H:11]([O:12][C:13](=[O:15])[CH3:14])[C@H:10]([O:16][C:17](=[O:19])[CH3:18])[C@H:9]([O:20][C:21](=[O:23])[CH3:22])[C@@H:8]([C:24]2[CH:29]=[CH:28][C:27]([O:30][CH3:31])=[C:26]([O:32][C:40]3[CH:41]=[CH:42][C:37]([C:35](=[O:36])[NH:34][CH3:33])=[CH:38][CH:39]=3)[CH:25]=2)[O:7]1)(=[O:3])[CH3:2]. The catalyst class is: 749. (3) Reactant: [O:1]1[C:6]2[CH:7]=[CH:8][CH:9]=[C:10]([O:11][C:12]([N:14]3[CH2:18][C@H:17]([SH:19])[CH2:16][C@H:15]3[CH2:20][O:21][CH2:22][C:23]3[CH:28]=[C:27]([F:29])[C:26]([F:30])=[CH:25][C:24]=3[F:31])=[O:13])[C:5]=2[O:4][CH2:3][CH2:2]1.[C:32](Cl)(=[O:34])[CH3:33]. Product: [O:1]1[C:6]2[CH:7]=[CH:8][CH:9]=[C:10]([O:11][C:12]([N:14]3[CH2:18][C@H:17]([S:19][C:32](=[O:34])[CH3:33])[CH2:16][C@H:15]3[CH2:20][O:21][CH2:22][C:23]3[CH:28]=[C:27]([F:29])[C:26]([F:30])=[CH:25][C:24]=3[F:31])=[O:13])[C:5]=2[O:4][CH2:3][CH2:2]1. The catalyst class is: 17. (4) Reactant: [CH2:1]([O:5][C:6]1[CH:15]=[CH:14][C:9]([C:10]([O:12]C)=[O:11])=[CH:8][C:7]=1[N+:16]([O-:18])=[O:17])[CH:2]([CH3:4])[CH3:3].[OH-].[Na+]. Product: [CH2:1]([O:5][C:6]1[CH:15]=[CH:14][C:9]([C:10]([OH:12])=[O:11])=[CH:8][C:7]=1[N+:16]([O-:18])=[O:17])[CH:2]([CH3:4])[CH3:3]. The catalyst class is: 92. (5) Reactant: [Cl:1][C:2]1[CH:7]=[CH:6][CH:5]=[CH:4][C:3]=1[OH:8].Br[CH2:10][CH2:11][CH2:12][C:13]([O:15]CC)=[O:14].C(=O)([O-])[O-].[K+].[K+].[OH-].[Na+].Cl. Product: [Cl:1][C:2]1[CH:7]=[CH:6][CH:5]=[CH:4][C:3]=1[O:8][CH2:10][CH2:11][CH2:12][C:13]([OH:15])=[O:14]. The catalyst class is: 131. (6) Reactant: [CH3:1][C:2]1[CH:11]=[CH:10][C:9]2[C:4](=[CH:5][CH:6]=[C:7]([C:12]#[N:13])[CH:8]=2)[N:3]=1. Product: [CH3:1][C:2]1[CH:11]=[CH:10][C:9]2[C:4](=[CH:5][CH:6]=[C:7]([CH2:12][NH2:13])[CH:8]=2)[N:3]=1. The catalyst class is: 834. (7) Reactant: [CH3:1][O:2][C:3]([C@H:5]1[CH2:10][CH2:9][C@H:8]([CH2:11][NH:12][CH2:13][CH2:14][C:15]2[CH:20]=[CH:19][CH:18]=[CH:17][C:16]=2[NH2:21])[CH2:7][CH2:6]1)=[O:4].Cl[C:23](Cl)([O:25]C(=O)OC(Cl)(Cl)Cl)Cl. Product: [CH3:1][O:2][C:3]([C@H:5]1[CH2:10][CH2:9][C@H:8]([CH2:11][N:12]2[CH2:13][CH2:14][C:15]3[CH:20]=[CH:19][CH:18]=[CH:17][C:16]=3[NH:21][C:23]2=[O:25])[CH2:7][CH2:6]1)=[O:4]. The catalyst class is: 23. (8) Reactant: C1CCN2C(=NCCC2)CC1.[CH3:12][N:13]1[CH:17]=[CH:16][N:15]=[C:14]1[CH:18]=[O:19].[N:20]([C:22]1[CH:27]=[CH:26][CH:25]=[CH:24][CH:23]=1)=[O:21]. Product: [OH:21][N:20]([C:22]1[CH:27]=[CH:26][CH:25]=[CH:24][CH:23]=1)[C:18]([C:14]1[N:13]([CH3:12])[CH:17]=[CH:16][N:15]=1)=[O:19]. The catalyst class is: 4.